The task is: Predict which catalyst facilitates the given reaction.. This data is from Catalyst prediction with 721,799 reactions and 888 catalyst types from USPTO. (1) Reactant: Br[C:2]1[C:3]([CH3:16])=[C:4]([C:10]2[CH:15]=[CH:14][CH:13]=[CH:12][CH:11]=2)[C:5]([CH3:9])=[CH:6][C:7]=1[CH3:8].[H-].[Na+].Br[C:20]1[CH:25]=[CH:24][CH:23]=[CH:22][C:21]=1[OH:26]. Product: [CH3:16][C:3]1[C:4]([C:10]2[CH:15]=[CH:14][CH:13]=[CH:12][CH:11]=2)=[C:5]([CH3:9])[CH:6]=[C:7]([CH3:8])[C:2]=1[C:20]1[C:21]([OH:26])=[CH:22][CH:23]=[CH:24][CH:25]=1. The catalyst class is: 1. (2) Reactant: [Cl:1][C:2]1[CH:7]=[CH:6][C:5]([CH:8]([C:38]2[CH:43]=[CH:42][C:41]([Cl:44])=[CH:40][CH:39]=2)[C:9]2[CH:10]=[C:11]3[C:16](=[CH:17][CH:18]=2)[N:15]=[CH:14][N:13]=[C:12]3[NH:19][CH:20]2[CH2:25][CH2:24][N:23]([S:26]([C:29]3[CH:37]=[CH:36][C:32]([C:33]([OH:35])=[O:34])=[CH:31][CH:30]=3)(=[O:28])=[O:27])[CH2:22][CH2:21]2)=[CH:4][CH:3]=1.[C:45](=[O:53])([O:49][CH:50]([CH3:52])[CH3:51])[O:46][CH2:47]Cl. Product: [Cl:1][C:2]1[CH:7]=[CH:6][C:5]([CH:8]([C:38]2[CH:39]=[CH:40][C:41]([Cl:44])=[CH:42][CH:43]=2)[C:9]2[CH:10]=[C:11]3[C:16](=[CH:17][CH:18]=2)[N:15]=[CH:14][N:13]=[C:12]3[NH:19][CH:20]2[CH2:21][CH2:22][N:23]([S:26]([C:29]3[CH:37]=[CH:36][C:32]([C:33]([O:35][CH2:47][O:46][C:45]([O:49][CH:50]([CH3:52])[CH3:51])=[O:53])=[O:34])=[CH:31][CH:30]=3)(=[O:27])=[O:28])[CH2:24][CH2:25]2)=[CH:4][CH:3]=1. The catalyst class is: 23. (3) The catalyst class is: 19. Product: [NH2:19][C:7]1[CH:8]=[C:9]([C:12]2([CH2:15][C:16]([OH:18])=[O:17])[CH2:13][CH2:14]2)[CH:10]=[CH:11][C:6]=1[N:5]([CH2:22][CH:23]([CH3:24])[CH3:25])[CH2:1][CH:2]([CH3:3])[CH3:4]. Reactant: [CH2:1]([N:5]([CH2:22][CH:23]([CH3:25])[CH3:24])[C:6]1[CH:11]=[CH:10][C:9]([C:12]2([CH2:15][C:16]([OH:18])=[O:17])[CH2:14][CH2:13]2)=[CH:8][C:7]=1[N+:19]([O-])=O)[CH:2]([CH3:4])[CH3:3]. (4) The catalyst class is: 12. Product: [CH3:12][O:11][C:7]1[C:3]([C:4]([OH:6])=[O:5])=[C:2]2[C:10]([CH:13]=[CH:15][CH:16]=[N:1]2)=[CH:9][CH:8]=1. Reactant: [NH2:1][C:2]1[CH:10]=[CH:9][CH:8]=[C:7]([O:11][CH3:12])[C:3]=1[C:4]([OH:6])=[O:5].[CH:13]([CH:15]=[CH2:16])=O. (5) Reactant: Cl[C:2]1[C:3]2[C:10]([C:11]3[CH:16]=[CH:15][CH:14]=[CH:13][C:12]=3[Cl:17])=[CH:9][NH:8][C:4]=2[N:5]=[CH:6][N:7]=1.[N:18]1([C:24]([O:26][C:27]([CH3:30])([CH3:29])[CH3:28])=[O:25])[CH2:23][CH2:22][NH:21][CH2:20][CH2:19]1.CCN(C(C)C)C(C)C. Product: [C:27]([O:26][C:24]([N:18]1[CH2:23][CH2:22][N:21]([C:2]2[C:3]3[C:10]([C:11]4[CH:16]=[CH:15][CH:14]=[CH:13][C:12]=4[Cl:17])=[CH:9][NH:8][C:4]=3[N:5]=[CH:6][N:7]=2)[CH2:20][CH2:19]1)=[O:25])([CH3:30])([CH3:28])[CH3:29]. The catalyst class is: 12. (6) Reactant: [NH2:1][C:2]1[CH:3]=[C:4]([C:10]2[C:18]3[C:17]([NH:19][C@H:20]([C:22]4[N:27]([C:28]5[CH:33]=[CH:32][CH:31]=[CH:30][CH:29]=5)[C:26](=[O:34])[C:25]5=[C:35]([CH3:38])[CH:36]=[CH:37][N:24]5[N:23]=4)[CH3:21])=[N:16][CH:15]=[N:14][C:13]=3[N:12]([CH2:39][O:40][CH2:41][CH2:42][Si:43]([CH3:46])([CH3:45])[CH3:44])[CH:11]=2)[CH:5]=[N:6][C:7]=1[O:8][CH3:9].[N-:47]=[C:48]=[O:49].[K+]. Product: [CH3:9][O:8][C:7]1[C:2]([NH:1][C:48]([NH2:47])=[O:49])=[CH:3][C:4]([C:10]2[C:18]3[C:17]([NH:19][C@H:20]([C:22]4[N:27]([C:28]5[CH:33]=[CH:32][CH:31]=[CH:30][CH:29]=5)[C:26](=[O:34])[C:25]5=[C:35]([CH3:38])[CH:36]=[CH:37][N:24]5[N:23]=4)[CH3:21])=[N:16][CH:15]=[N:14][C:13]=3[N:12]([CH2:39][O:40][CH2:41][CH2:42][Si:43]([CH3:46])([CH3:45])[CH3:44])[CH:11]=2)=[CH:5][N:6]=1. The catalyst class is: 211. (7) Reactant: Cl.C[N:3](C)[CH2:4][CH2:5][C:6]([C:8]1[CH:13]=[CH:12][CH:11]=[CH:10][CH:9]=1)=O.O.[NH2:16]N.[OH-].[Na+]. Product: [C:8]1([C:6]2[CH2:5][CH2:4][NH:3][N:16]=2)[CH:13]=[CH:12][CH:11]=[CH:10][CH:9]=1. The catalyst class is: 5. (8) Reactant: C([O-])=O.[NH4+].[CH3:5][C:6]1([CH3:22])[O:10][C@@H:9]([C@H:11]([CH2:18][N+:19]([O-])=O)[CH2:12][C:13](OCC)=[O:14])[CH2:8][O:7]1. Product: [CH3:5][C:6]1([CH3:22])[O:10][C@@H:9]([C@@H:11]2[CH2:18][NH:19][C:13](=[O:14])[CH2:12]2)[CH2:8][O:7]1. The catalyst class is: 105. (9) Reactant: [O-:1][CH2:2][CH3:3].[Na+].[Na].C(O)C.Br[C:10]1[CH:15]=[CH:14][CH:13]=[C:12]([Br:16])[N:11]=1. Product: [Br:16][C:12]1[CH:13]=[CH:14][CH:15]=[C:10]([O:1][CH2:2][CH3:3])[N:11]=1. The catalyst class is: 25.